Dataset: Catalyst prediction with 721,799 reactions and 888 catalyst types from USPTO. Task: Predict which catalyst facilitates the given reaction. (1) Reactant: [Br:1][C:2]1[C:11]([C@H:12]([O:18][C:19]([CH3:22])([CH3:21])[CH3:20])[C:13]([O:15][CH2:16][CH3:17])=[O:14])=[C:10]([CH3:23])[CH:9]=[C:8]2[C:3]=1[CH:4]=[CH:5][C:6]([CH2:24][OH:25])=[N:7]2.CC(OI1(OC(C)=O)(OC(C)=O)OC(=O)C2C=CC=CC1=2)=O. Product: [Br:1][C:2]1[C:11]([C@H:12]([O:18][C:19]([CH3:20])([CH3:21])[CH3:22])[C:13]([O:15][CH2:16][CH3:17])=[O:14])=[C:10]([CH3:23])[CH:9]=[C:8]2[C:3]=1[CH:4]=[CH:5][C:6]([CH:24]=[O:25])=[N:7]2. The catalyst class is: 4. (2) Reactant: [F:1][CH:2]([F:11])[O:3][C:4]1[CH:10]=[CH:9][C:7]([NH2:8])=[CH:6][CH:5]=1.[F:12][B-:13]([F:16])([F:15])[F:14].[H+].[N:18]([O-])=O.[Na+]. Product: [F:12][B-:13]([F:16])([F:15])[F:14].[F:1][CH:2]([F:11])[O:3][C:4]1[CH:10]=[CH:9][C:7]([N+:8]#[N:18])=[CH:6][CH:5]=1. The catalyst class is: 6. (3) Reactant: [O:1]1[C:3]2([CH2:8][CH2:7][N:6]([C:9]3[CH:14]=[CH:13][C:12]([N:15]4[CH2:19][C@H:18]([CH2:20][NH:21][C:22](=[O:24])[CH3:23])[O:17][C:16]4=[O:25])=[CH:11][C:10]=3[F:26])[CH2:5][CH2:4]2)[CH2:2]1.B(F)(F)F.[NH:31]1[CH:35]=[CH:34][N:33]=[CH:32]1. Product: [NH:31]1[CH:35]=[CH:34][N:33]=[C:32]1[CH2:2][C:3]1([OH:1])[CH2:4][CH2:5][N:6]([C:9]2[CH:14]=[CH:13][C:12]([N:15]3[CH2:19][C@H:18]([CH2:20][NH:21][C:22](=[O:24])[CH3:23])[O:17][C:16]3=[O:25])=[CH:11][C:10]=2[F:26])[CH2:7][CH2:8]1. The catalyst class is: 9. (4) The catalyst class is: 10. Reactant: [F:1][C:2]1[CH:3]=[C:4]([C:9]2([OH:14])[CH2:13][CH2:12][NH:11][CH2:10]2)[CH:5]=[CH:6][C:7]=1[F:8].C(=O)([O-])[O-].[Na+].[Na+].I[CH2:22][CH3:23]. Product: [F:1][C:2]1[CH:3]=[C:4]([C:9]2([OH:14])[CH2:13][CH2:12][N:11]([CH2:22][CH3:23])[CH2:10]2)[CH:5]=[CH:6][C:7]=1[F:8]. (5) Reactant: [F:1][C:2]1[CH:35]=[C:34]([N+:36]([O-:38])=[O:37])[CH:33]=[CH:32][C:3]=1[O:4][C:5]1[CH:10]=[CH:9][N:8]=[C:7]2[CH:11]=[C:12]([C:14]3[N:15]([CH3:31])[C:16]([CH2:19][NH:20][CH2:21][CH2:22][CH2:23][C:24]([O:26]C(C)(C)C)=[O:25])=[CH:17][N:18]=3)[S:13][C:6]=12.Cl. Product: [F:1][C:2]1[CH:35]=[C:34]([N+:36]([O-:38])=[O:37])[CH:33]=[CH:32][C:3]=1[O:4][C:5]1[CH:10]=[CH:9][N:8]=[C:7]2[CH:11]=[C:12]([C:14]3[N:15]([CH3:31])[C:16]([CH2:19][NH:20][CH2:21][CH2:22][CH2:23][C:24]([OH:26])=[O:25])=[CH:17][N:18]=3)[S:13][C:6]=12. The catalyst class is: 2. (6) Reactant: C[O:2][C:3](=O)[CH2:4][C:5]([CH3:7])=[O:6].[H-].[Na+].[Li]CCCC.[CH3:16][O:17][C:18]1[CH:23]=[C:22]([O:24][CH3:25])[CH:21]=[CH:20][C:19]=1[CH2:26][CH2:27][C:28]([CH:30]1[CH2:34][CH2:33][CH2:32][CH2:31]1)=[O:29]. Product: [CH3:16][O:17][C:18]1[CH:23]=[C:22]([O:24][CH3:25])[CH:21]=[CH:20][C:19]=1[CH2:26][CH2:27][C:28]1([CH:30]2[CH2:31][CH2:32][CH2:33][CH2:34]2)[O:29][C:3](=[O:2])[CH2:4][C:5](=[O:6])[CH2:7]1. The catalyst class is: 1. (7) Reactant: Cl.FC1C=C(C=CC=1)CN1C=C(C2C3C(=NC=C(C4C=CC(C5CCNCC5)=CC=4)C=3)N(S(C3C=CC(C)=CC=3)(=O)=O)C=2)C=N1.[F:46][C:47]1[CH:48]=[C:49]([CH:93]=[CH:94][CH:95]=1)[CH2:50][N:51]1[CH:55]=[C:54]([C:56]2[C:64]3[C:59](=[N:60][CH:61]=[C:62]([C:65]4[CH:66]=[CH:67][C:68]([N:73]5[CH2:78][CH2:77][N:76]([CH2:79][C@@H:80]([OH:82])[CH3:81])[CH2:75][CH2:74]5)=[N:69][C:70]=4[O:71][CH3:72])[CH:63]=3)[N:58](S(C3C=CC(C)=CC=3)(=O)=O)[CH:57]=2)[CH:53]=[N:52]1.[OH-].[Li+]. Product: [F:46][C:47]1[CH:48]=[C:49]([CH:93]=[CH:94][CH:95]=1)[CH2:50][N:51]1[CH:55]=[C:54]([C:56]2[C:64]3[C:59](=[N:60][CH:61]=[C:62]([C:65]4[CH:66]=[CH:67][C:68]([N:73]5[CH2:74][CH2:75][N:76]([CH2:79][C@@H:80]([OH:82])[CH3:81])[CH2:77][CH2:78]5)=[N:69][C:70]=4[O:71][CH3:72])[CH:63]=3)[NH:58][CH:57]=2)[CH:53]=[N:52]1. The catalyst class is: 87. (8) Reactant: C([O:8][C:9]([CH:11]1[CH2:16][CH2:15][CH:14]([N:17]([C:28](=[O:56])[CH2:29][CH2:30][C@H:31]([N:38]2[CH2:43][C:42]3[CH:44]=[C:45]([O:48][C:49]4[CH:54]=[CH:53][CH:52]=[CH:51][CH:50]=4)[N:46]=[CH:47][C:41]=3[N:40]=[C:39]2[NH2:55])[CH:32]2[CH2:37][CH2:36][O:35][CH2:34][CH2:33]2)[CH2:18][CH2:19][O:20][CH2:21][C:22]2[CH:27]=[CH:26][CH:25]=[CH:24][CH:23]=2)[CH2:13][CH2:12]1)=[O:10])C1C=CC=CC=1. Product: [NH2:55][C:39]1[N:38]([C@H:31]([CH:32]2[CH2:37][CH2:36][O:35][CH2:34][CH2:33]2)[CH2:30][CH2:29][C:28]([N:17]([CH2:18][CH2:19][O:20][CH2:21][C:22]2[CH:23]=[CH:24][CH:25]=[CH:26][CH:27]=2)[C@@H:14]2[CH2:13][CH2:12][C@H:11]([C:9]([OH:10])=[O:8])[CH2:16][CH2:15]2)=[O:56])[CH2:43][C:42]2[CH:44]=[C:45]([O:48][C:49]3[CH:50]=[CH:51][CH:52]=[CH:53][CH:54]=3)[N:46]=[CH:47][C:41]=2[N:40]=1. The catalyst class is: 50. (9) Reactant: Br[C:2]1[CH:7]=[CH:6][CH:5]=[C:4]([Br:8])[C:3]=1[CH2:9][CH3:10].[Li]CCCC.[CH2:16]([N:23]1[CH2:28][CH2:27][C:26](=[O:29])[CH2:25][CH2:24]1)[C:17]1[CH:22]=[CH:21][CH:20]=[CH:19][CH:18]=1.[NH4+].[Cl-]. Product: [CH2:16]([N:23]1[CH2:28][CH2:27][C:26]([C:2]2[CH:7]=[CH:6][CH:5]=[C:4]([Br:8])[C:3]=2[CH2:9][CH3:10])([OH:29])[CH2:25][CH2:24]1)[C:17]1[CH:18]=[CH:19][CH:20]=[CH:21][CH:22]=1. The catalyst class is: 1. (10) Reactant: [CH2:1]([C:3]1[N:7]([C:8]2[N:16]=[C:15]3[C:11]([N:12]=[C:13]([CH:18]=O)[N:14]3[CH3:17])=[C:10]([N:20]3[CH2:25][CH2:24][O:23][CH2:22][CH2:21]3)[N:9]=2)[C:6]2[CH:26]=[CH:27][CH:28]=[CH:29][C:5]=2[N:4]=1)[CH3:2].[F:30][CH:31]1[CH2:34][N:33]([CH:35]2[CH2:38][NH:37][CH2:36]2)[CH2:32]1.COC(OC)OC.C(O)(=O)C.C(O[BH-](OC(=O)C)OC(=O)C)(=O)C.[Na+]. Product: [CH2:1]([C:3]1[N:7]([C:8]2[N:16]=[C:15]3[C:11]([N:12]=[C:13]([CH2:18][N:37]4[CH2:38][CH:35]([N:33]5[CH2:34][CH:31]([F:30])[CH2:32]5)[CH2:36]4)[N:14]3[CH3:17])=[C:10]([N:20]3[CH2:21][CH2:22][O:23][CH2:24][CH2:25]3)[N:9]=2)[C:6]2[CH:26]=[CH:27][CH:28]=[CH:29][C:5]=2[N:4]=1)[CH3:2]. The catalyst class is: 26.